From a dataset of Reaction yield outcomes from USPTO patents with 853,638 reactions. Predict the reaction yield, written as a fraction of the theoretical maximum amount of product (1.0 means a 100% yield; for example, 0.34 means a 34% yield). (1) The reactants are Cl[C:2]1[C:7]([N+:8]([O-:10])=[O:9])=[CH:6][CH:5]=[C:4]([O:11][CH3:12])[N:3]=1.[NH3:13]. The catalyst is CN(C)C=O.O. The product is [CH3:12][O:11][C:4]1[N:3]=[C:2]([NH2:13])[C:7]([N+:8]([O-:10])=[O:9])=[CH:6][CH:5]=1. The yield is 0.740. (2) The reactants are [H-].[Na+].CI.O[C:6]1([C:12]#[N:13])[CH2:11][CH2:10][CH2:9][CH2:8][CH2:7]1.C1[CH2:18][O:17][CH2:16]C1. No catalyst specified. The product is [CH3:16][O:17][CH2:18][C:6]1([C:12]#[N:13])[CH2:11][CH2:10][CH2:9][CH2:8][CH2:7]1. The yield is 0.880. (3) The product is [ClH:1].[NH2:24][C:15]1[C:16]2[C:11](=[CH:10][C:9]([CH2:8][C@@H:7]([N:25]3[CH2:29][CH2:28][C@H:27]([NH:30][S:31]([C:34]4[S:38][C:37]([N:39]5[CH2:43][CH2:42][CH2:41][CH2:40]5)=[N:36][CH:35]=4)(=[O:33])=[O:32])[C:26]3=[O:44])[C:6]([OH:45])=[O:5])=[C:18]([O:19][C:20]([F:22])([F:21])[F:23])[CH:17]=2)[CH:12]=[CH:13][N:14]=1. The yield is 0.900. The reactants are [ClH:1].C([O:5][C:6](=[O:45])[C@H:7]([N:25]1[CH2:29][CH2:28][C@H:27]([NH:30][S:31]([C:34]2[S:38][C:37]([N:39]3[CH2:43][CH2:42][CH2:41][CH2:40]3)=[N:36][CH:35]=2)(=[O:33])=[O:32])[C:26]1=[O:44])[CH2:8][C:9]1[CH:10]=[C:11]2[C:16](=[CH:17][C:18]=1[O:19][C:20]([F:23])([F:22])[F:21])[C:15]([NH2:24])=[N:14][CH:13]=[CH:12]2)CC.O. The catalyst is Cl. (4) The catalyst is CO. The product is [C:17]([O:16][C:14]([NH:13][C:7]1[CH:8]=[C:9]([Cl:12])[CH:10]=[CH:11][C:6]=1/[CH:5]=[CH:4]/[C:3]([OH:21])=[O:2])=[O:15])([CH3:20])([CH3:18])[CH3:19]. The reactants are C[O:2][C:3](=[O:21])/[CH:4]=[CH:5]/[C:6]1[CH:11]=[CH:10][C:9]([Cl:12])=[CH:8][C:7]=1[NH:13][C:14]([O:16][C:17]([CH3:20])([CH3:19])[CH3:18])=[O:15].[OH-].[Na+].O. The yield is 0.870. (5) The catalyst is CO.[Pd]. The reactants are [NH2:1][N:2]1[CH:6]=[CH:5][C:4]([Cl:7])=[C:3]1[C:8]([O:10]CC1C=CC=CC=1)=[O:9].Cl.C(OCC)C. The yield is 0.590. The product is [NH2:1][N:2]1[CH:6]=[CH:5][C:4]([Cl:7])=[C:3]1[C:8]([OH:10])=[O:9]. (6) The reactants are C([O:3][C:4](=[O:41])[CH2:5][N:6]([S:29]([N:32]1[C:40]2[C:35](=[CH:36][CH:37]=[CH:38][CH:39]=2)[CH2:34][CH2:33]1)(=[O:31])=[O:30])[CH2:7][C:8]1[CH:13]=[CH:12][CH:11]=[C:10]([O:14][CH2:15][CH2:16][C:17]2[N:18]=[C:19]([C:23]3[CH:28]=[CH:27][CH:26]=[CH:25][CH:24]=3)[O:20][C:21]=2[CH3:22])[CH:9]=1)C.O.[OH-].[Li+]. No catalyst specified. The product is [N:32]1([S:29]([N:6]([CH2:5][C:4]([OH:41])=[O:3])[CH2:7][C:8]2[CH:13]=[CH:12][CH:11]=[C:10]([O:14][CH2:15][CH2:16][C:17]3[N:18]=[C:19]([C:23]4[CH:24]=[CH:25][CH:26]=[CH:27][CH:28]=4)[O:20][C:21]=3[CH3:22])[CH:9]=2)(=[O:30])=[O:31])[C:40]2[C:35](=[CH:36][CH:37]=[CH:38][CH:39]=2)[CH2:34][CH2:33]1. The yield is 0.990. (7) The reactants are C[C:2](C)([O-:4])C.[K+].CO.[Cl:9][C:10]1[CH:15]=[C:14]([N+:16]([O-:18])=[O:17])[C:13](F)=[CH:12][C:11]=1[F:20].O. The catalyst is C1(C)C=CC=CC=1. The product is [Cl:9][C:10]1[CH:15]=[C:14]([N+:16]([O-:18])=[O:17])[C:13]([O:4][CH3:2])=[CH:12][C:11]=1[F:20]. The yield is 0.520. (8) The reactants are [C:1]1([C:20]2[CH:25]=[CH:24][CH:23]=[CH:22][CH:21]=2)[CH:6]=[CH:5][C:4]([CH2:7][C@H:8]([CH2:12][C:13]([O:15][C:16]([CH3:19])([CH3:18])[CH3:17])=[O:14])[C:9](O)=[O:10])=[CH:3][CH:2]=1.Cl.[CH3:27][O:28][C:29](=[O:33])[CH2:30][CH2:31][NH2:32].CCN=C=NCCCN(C)C.Cl.ON1C2N=CC=CC=2N=N1.CCN(C(C)C)C(C)C. The catalyst is CN(C=O)C. The product is [C:1]1([C:20]2[CH:21]=[CH:22][CH:23]=[CH:24][CH:25]=2)[CH:2]=[CH:3][C:4]([CH2:7][C@@H:8]([C:9]([NH:32][CH2:31][CH2:30][C:29]([O:28][CH3:27])=[O:33])=[O:10])[CH2:12][C:13]([O:15][C:16]([CH3:19])([CH3:18])[CH3:17])=[O:14])=[CH:5][CH:6]=1. The yield is 0.910. (9) The reactants are Cl[CH2:2][C:3]1[N:4]=[C:5]([C:9]2[O:10][CH:11]=[CH:12][CH:13]=2)[O:6][C:7]=1[CH3:8].[OH:14][C:15]1[CH:36]=[CH:35][C:18]([CH2:19][O:20]/[N:21]=[C:22](/[C:29]2[CH:34]=[CH:33][CH:32]=[CH:31][CH:30]=2)\[CH2:23][CH2:24][C:25]([O:27][CH3:28])=[O:26])=[CH:17][CH:16]=1.C(=O)([O-])[O-].[K+].[K+].CN(C)C=O. The catalyst is C(OCC)(=O)C.CCCCCC.O. The product is [O:10]1[CH:11]=[CH:12][CH:13]=[C:9]1[C:5]1[O:6][C:7]([CH3:8])=[C:3]([CH2:2][O:14][C:15]2[CH:16]=[CH:17][C:18]([CH2:19][O:20]/[N:21]=[C:22](/[C:29]3[CH:30]=[CH:31][CH:32]=[CH:33][CH:34]=3)\[CH2:23][CH2:24][C:25]([O:27][CH3:28])=[O:26])=[CH:35][CH:36]=2)[N:4]=1. The yield is 0.670.